From a dataset of Full USPTO retrosynthesis dataset with 1.9M reactions from patents (1976-2016). Predict the reactants needed to synthesize the given product. The reactants are: C([O:8][C:9]1[CH:14]=[CH:13][C:12]([C:15]2[CH:23]=[C:22]3[C:18]([C:19]([C:24]4[CH:33]=[CH:32][C:31]5[C:26](=[CH:27][CH:28]=[CH:29][CH:30]=5)[CH:25]=4)=[N:20][NH:21]3)=[CH:17][CH:16]=2)=[CH:11][C:10]=1[O:34][CH3:35])C1C=CC=CC=1. Given the product [CH:25]1[C:26]2[C:31](=[CH:30][CH:29]=[CH:28][CH:27]=2)[CH:32]=[CH:33][C:24]=1[C:19]1[C:18]2[C:22](=[CH:23][C:15]([C:12]3[CH:13]=[CH:14][C:9]([OH:8])=[C:10]([O:34][CH3:35])[CH:11]=3)=[CH:16][CH:17]=2)[NH:21][N:20]=1, predict the reactants needed to synthesize it.